From a dataset of Reaction yield outcomes from USPTO patents with 853,638 reactions. Predict the reaction yield, written as a fraction of the theoretical maximum amount of product (1.0 means a 100% yield; for example, 0.34 means a 34% yield). The reactants are [Cl:1][C:2]1[CH:3]=[C:4]([C:8]2N=[C:12]([CH2:14][C:15]3[CH:16]=[N:17][C:18]([C:21]#N)=[N:19][CH:20]=3)[CH:11]=[N:10][C:9]=2[O:23][CH3:24])[CH:5]=[CH:6][CH:7]=1.[OH-:25].[Na+].OO.[OH2:29].[CH3:30]O. No catalyst specified. The product is [Cl:1][C:2]1[CH:3]=[C:4]([C:8]2[CH:30]=[C:12]([CH2:14][C:15]3[CH:20]=[N:19][C:18]([C:21]([OH:29])=[O:25])=[N:17][CH:16]=3)[CH:11]=[N:10][C:9]=2[O:23][CH3:24])[CH:5]=[CH:6][CH:7]=1. The yield is 0.740.